Dataset: Forward reaction prediction with 1.9M reactions from USPTO patents (1976-2016). Task: Predict the product of the given reaction. (1) Given the reactants [CH2:1]1[CH:5]2[CH2:6][C:7](=[O:8])[CH:3]([CH2:4]2)[CH2:2]1.O.O1CC[CH2:12][CH2:11]1, predict the reaction product. The product is: [C:11]([C:7]1([OH:8])[CH2:6][CH:5]2[CH2:4][CH:3]1[CH2:2][CH2:1]2)#[CH:12]. (2) Given the reactants [N+]([C:4]1[CH:33]=[CH:32][CH:31]=[CH:30][C:5]=1[C:6]([NH:8][CH:9]([C:11]1[N:16]=[N:15][C:14]([NH:17][C:18]2[CH:23]=[C:22]([O:24][CH3:25])[C:21]([O:26][CH3:27])=[C:20]([O:28][CH3:29])[CH:19]=2)=[N:13][CH:12]=1)[CH3:10])=[O:7])([O-])=O.NC(C1N=NC(NC2C=C(OC)C(OC)=C(OC)C=2)=NC=1)C.C(N(CC)CC)C.C(Cl)(=O)C1C=CC=CC=1, predict the reaction product. The product is: [CH3:29][O:28][C:20]1[CH:19]=[C:18]([NH:17][C:14]2[N:15]=[N:16][C:11]([CH:9]([NH:8][C:6](=[O:7])[C:5]3[CH:4]=[CH:33][CH:32]=[CH:31][CH:30]=3)[CH3:10])=[CH:12][N:13]=2)[CH:23]=[C:22]([O:24][CH3:25])[C:21]=1[O:26][CH3:27]. (3) The product is: [CH2:21]([O:20][C:8]1[CH:9]=[C:10]([CH2:13][C:14]2[CH:19]=[CH:18][CH:17]=[CH:16][N:15]=2)[CH:11]=[CH:12][C:7]=1/[CH:46]=[CH:45]/[C:44]([O:48][CH3:49])=[O:47])[CH3:22]. Given the reactants FC(F)(F)S(O[C:7]1[CH:12]=[CH:11][C:10]([CH2:13][C:14]2[CH:19]=[CH:18][CH:17]=[CH:16][N:15]=2)=[CH:9][C:8]=1[O:20][CH2:21][CH3:22])(=O)=O.C1(P(C2C=CC=CC=2)C2C=CC=CC=2)C=CC=CC=1.[C:44]([O:48][CH3:49])(=[O:47])[CH:45]=[CH2:46].C([O-])(=O)C.[Na+], predict the reaction product.